Dataset: Full USPTO retrosynthesis dataset with 1.9M reactions from patents (1976-2016). Task: Predict the reactants needed to synthesize the given product. (1) Given the product [C:10]12([CH2:20][C:21]([NH:23][C:24]3[C:33]([Cl:34])=[CH:32][CH:31]=[C:30]4[C:25]=3[CH:26]=[CH:27][C:28]([CH2:35][N:7]3[CH2:8][CH2:9][N:4]([CH2:3][CH2:2][OH:1])[CH2:5][CH2:6]3)=[N:29]4)=[O:22])[CH2:17][CH:16]3[CH2:18][CH:12]([CH2:13][CH:14]([CH2:15]3)[CH2:19]1)[CH2:11]2, predict the reactants needed to synthesize it. The reactants are: [OH:1][CH2:2][CH2:3][N:4]1[CH2:9][CH2:8][NH:7][CH2:6][CH2:5]1.[C:10]12([CH2:20][C:21]([NH:23][C:24]3[C:33]([Cl:34])=[CH:32][CH:31]=[C:30]4[C:25]=3[CH:26]=[CH:27][C:28]([CH:35]=O)=[N:29]4)=[O:22])[CH2:19][CH:14]3[CH2:15][CH:16]([CH2:18][CH:12]([CH2:13]3)[CH2:11]1)[CH2:17]2.C(O[BH-](OC(=O)C)OC(=O)C)(=O)C.[Na+]. (2) Given the product [CH2:40]([N:10]([CH2:11][C@@H:12]([C:21]1[CH:30]=[CH:29][C:28]([O:31][CH2:32][C:33]2[CH:38]=[CH:37][CH:36]=[CH:35][CH:34]=2)=[C:27]2[C:22]=1[CH:23]=[CH:24][C:25](=[O:39])[NH:26]2)[O:13][Si:14]([C:17]([CH3:20])([CH3:18])[CH3:19])([CH3:16])[CH3:15])[CH2:9][CH2:8][C:5]1[CH:4]=[CH:3][C:2]([NH:1][C:115]([C:92]2[CH:93]=[C:88]([CH2:89][NH:90][C:65]([CH2:64][CH2:63][N:60]3[CH2:59][CH2:58][CH:57]([O:56][C:54](=[O:55])[NH:53][C:48]4[CH:49]=[CH:50][CH:51]=[CH:52][C:47]=4[C:78]4[CH:79]=[CH:80][CH:81]=[CH:82][CH:83]=4)[CH2:62][CH2:61]3)=[O:66])[CH:101]=[CH:102][CH:91]=2)=[O:116])=[CH:7][CH:6]=1)[C:41]1[CH:42]=[CH:43][CH:44]=[CH:45][CH:46]=1, predict the reactants needed to synthesize it. The reactants are: [NH2:1][C:2]1[CH:7]=[CH:6][C:5]([CH2:8][CH2:9][N:10]([CH2:40][C:41]2[CH:46]=[CH:45][CH:44]=[CH:43][CH:42]=2)[CH2:11][C@@H:12]([C:21]2[CH:30]=[CH:29][C:28]([O:31][CH2:32][C:33]3[CH:38]=[CH:37][CH:36]=[CH:35][CH:34]=3)=[C:27]3[C:22]=2[CH:23]=[CH:24][C:25](=[O:39])[NH:26]3)[O:13][Si:14]([C:17]([CH3:20])([CH3:19])[CH3:18])([CH3:16])[CH3:15])=[CH:4][CH:3]=1.[C:47]1([C:78]2[CH:83]=[CH:82][CH:81]=[CH:80][CH:79]=2)[CH:52]=[CH:51][CH:50]=[CH:49][C:48]=1[NH:53][C:54]([O:56][CH:57]1[CH2:62][CH2:61][N:60]([CH2:63][CH2:64][C:65](CNC2C=C(C=CC=2)C(O)=O)=[O:66])[CH2:59][CH2:58]1)=[O:55].ON1[C:89]2[N:90]=[CH:91][CH:92]=[CH:93][C:88]=2N=N1.C(N([CH2:101][CH3:102])C(C)C)(C)C.CCN=C=NCCCN(C)C.Cl.[C:115](=O)(O)[O-:116].[Na+]. (3) Given the product [CH:1]1([N:7]([C@@H:8]2[CH2:13][CH2:12][NH:11][CH2:10][C@H:9]2[CH3:21])[C:22]([N:24]([CH3:26])[CH3:25])=[O:23])[CH2:2][CH2:3][CH2:4][CH2:5][CH2:6]1, predict the reactants needed to synthesize it. The reactants are: [CH:1]1([N:7]([C:22]([N:24]([CH3:26])[CH3:25])=[O:23])[C@@H:8]2[CH2:13][CH2:12][N:11](C(OC(C)(C)C)=O)[CH2:10][C@H:9]2[CH3:21])[CH2:6][CH2:5][CH2:4][CH2:3][CH2:2]1.Cl. (4) The reactants are: [Cl:1][C:2]1[CH:3]=[CH:4][C:5]([S:10]([CH:13]([CH3:15])[CH3:14])(=[O:12])=[O:11])=[C:6]([NH:8][NH2:9])[CH:7]=1.[NH2:16][C:17]1[CH:25]=[CH:24][C:23]([O:26][C:27]([F:30])([F:29])[F:28])=[CH:22][C:18]=1[C:19](O)=[O:20].BrC1C(C)=CC(C(NNC2C=C(Cl)C=CC=2SCC)=O)=C([N+]([O-])=O)C=1. Given the product [NH2:16][C:17]1[CH:25]=[CH:24][C:23]([O:26][C:27]([F:28])([F:29])[F:30])=[CH:22][C:18]=1[C:19]([NH:9][NH:8][C:6]1[CH:7]=[C:2]([Cl:1])[CH:3]=[CH:4][C:5]=1[S:10]([CH:13]([CH3:15])[CH3:14])(=[O:12])=[O:11])=[O:20], predict the reactants needed to synthesize it. (5) Given the product [NH2:26][C:25]([NH:1][C:2]1[C:3]([C:16]([NH2:18])=[O:17])=[N:4][N:5]([C:7]2[CH:12]=[CH:11][C:10]([Br:13])=[CH:9][C:8]=2[CH2:14][CH3:15])[CH:6]=1)=[O:24], predict the reactants needed to synthesize it. The reactants are: [NH2:1][C:2]1[C:3]([C:16]([NH2:18])=[O:17])=[N:4][N:5]([C:7]2[CH:12]=[CH:11][C:10]([Br:13])=[CH:9][C:8]=2[CH2:14][CH3:15])[CH:6]=1.C(O)(=O)C.O.[O-:24][C:25]#[N:26].[K+].